From a dataset of Forward reaction prediction with 1.9M reactions from USPTO patents (1976-2016). Predict the product of the given reaction. (1) The product is: [ClH:1].[NH2:2][N:3]1[C:12](=[O:13])[C:11]2[C:6](=[C:7]([Cl:1])[C:8]([N:15]3[CH2:19][C@@H:18]([C:17]4[CH:24]=[CH:33][C:31]([OH:35])=[CH:32][CH:16]=4)[C@H:20]([NH2:22])[CH2:21]3)=[C:9]([F:14])[CH:10]=2)[N:5]([CH:27]2[CH2:28][CH2:29]2)[C:4]1=[O:30]. Given the reactants [ClH:1].[NH2:2][N:3]1[C:12](=[O:13])[C:11]2[C:6](=[C:7](OC)[C:8]([N:15]3[CH2:19][CH:18]([CH:20]([NH2:22])[CH3:21])[C:17]([CH3:24])(C)[CH2:16]3)=[C:9]([F:14])[CH:10]=2)[N:5]([CH:27]2[CH2:29][CH2:28]2)[C:4]1=[O:30].[C:31]([O:35]C(=O)NC(C1C(C)(C)CN(C2C(OC)=C3C(C(=O)N(N)C(=O)N3C3CC3)=CC=2F)C1)C)(C)([CH3:33])[CH3:32], predict the reaction product. (2) Given the reactants [F:1][C:2]1[CH:3]=[C:4]([C:8]2[C:18]3[O:17][CH2:16][CH2:15][N:14](C(OC(C)(C)C)=O)[CH2:13][C:12]=3[CH:11]=[CH:10][CH:9]=2)[CH:5]=[CH:6][CH:7]=1.C(OCC)(=O)C.[ClH:32], predict the reaction product. The product is: [ClH:32].[F:1][C:2]1[CH:3]=[C:4]([C:8]2[C:18]3[O:17][CH2:16][CH2:15][NH:14][CH2:13][C:12]=3[CH:11]=[CH:10][CH:9]=2)[CH:5]=[CH:6][CH:7]=1. (3) Given the reactants Br[C:2]1[S:3][C:4]([N:12]([C@H:15]2[CH2:20][CH2:19][C@H:18]([N:21]([CH3:23])[CH3:22])[CH2:17][CH2:16]2)[CH2:13][CH3:14])=[C:5]([CH3:11])[C:6]=1[C:7]([O:9][CH3:10])=[O:8].[Cu][C:25]#[N:26], predict the reaction product. The product is: [C:25]([C:2]1[S:3][C:4]([N:12]([C@H:15]2[CH2:20][CH2:19][C@H:18]([N:21]([CH3:23])[CH3:22])[CH2:17][CH2:16]2)[CH2:13][CH3:14])=[C:5]([CH3:11])[C:6]=1[C:7]([O:9][CH3:10])=[O:8])#[N:26]. (4) Given the reactants Cl.[Cl:2][C:3]1[CH:8]=[CH:7][C:6]([C:9]2([NH2:12])[CH2:11][CH2:10]2)=[CH:5][CH:4]=1.CN(C(ON1N=NC2C=CC=NC1=2)=[N+](C)C)C.F[P-](F)(F)(F)(F)F.CCN(C(C)C)C(C)C.[F:46][C:47]1[CH:52]=[CH:51][C:50]([C:53]2[O:54][C:55]3[CH:65]=[CH:64][C:63]([C:66]4[CH:67]=[C:68]([CH:72]=[CH:73][CH:74]=4)[C:69](O)=[O:70])=[CH:62][C:56]=3[C:57]=2[C:58](=[O:61])[NH:59][CH3:60])=[CH:49][CH:48]=1, predict the reaction product. The product is: [Cl:2][C:3]1[CH:4]=[CH:5][C:6]([C:9]2([NH:12][C:69]([C:68]3[CH:67]=[C:66]([C:63]4[CH:64]=[CH:65][C:55]5[O:54][C:53]([C:50]6[CH:51]=[CH:52][C:47]([F:46])=[CH:48][CH:49]=6)=[C:57]([C:58]([NH:59][CH3:60])=[O:61])[C:56]=5[CH:62]=4)[CH:74]=[CH:73][CH:72]=3)=[O:70])[CH2:10][CH2:11]2)=[CH:7][CH:8]=1. (5) Given the reactants [CH3:1][O:2][C:3]([C:5]1[S:6][C:7]2[CH:8](Br)[CH2:9][O:10][C:11]3[CH:18]=[CH:17][C:16]([Br:19])=[CH:15][C:12]=3[C:13]=2[N:14]=1)=[O:4].[N-:21]=[N+:22]=[N-:23].[Na+], predict the reaction product. The product is: [CH3:1][O:2][C:3]([C:5]1[S:6][C:7]2[CH:8]([N:21]=[N+:22]=[N-:23])[CH2:9][O:10][C:11]3[CH:18]=[CH:17][C:16]([Br:19])=[CH:15][C:12]=3[C:13]=2[N:14]=1)=[O:4]. (6) Given the reactants [Cl:1][C:2]1[CH:10]=[C:9]([Cl:11])[C:5]([C:6]([OH:8])=[O:7])=[C:4]([N+:12]([O-:14])=[O:13])[C:3]=1[O:15][CH3:16].[CH3:17]C(C)=O.C([O-])([O-])=O.[K+].[K+], predict the reaction product. The product is: [Cl:1][C:2]1[CH:10]=[C:9]([Cl:11])[C:5]([C:6]([O:8][CH3:17])=[O:7])=[C:4]([N+:12]([O-:14])=[O:13])[C:3]=1[O:15][CH3:16].